From a dataset of Full USPTO retrosynthesis dataset with 1.9M reactions from patents (1976-2016). Predict the reactants needed to synthesize the given product. (1) Given the product [CH3:11][O:10][C:8]([C:6]1[CH:5]=[C:4]([NH:12][C:13]2[C:18]([N+:19]([O-:21])=[O:20])=[CH:17][CH:16]=[CH:15][N:14]=2)[CH:3]=[C:2]([NH:1][C:39]([C:30]2[CH:31]=[CH:32][C:33]3[C:38](=[CH:37][CH:36]=[CH:35][CH:34]=3)[CH:29]=2)=[O:40])[CH:7]=1)=[O:9], predict the reactants needed to synthesize it. The reactants are: [NH2:1][C:2]1[CH:3]=[C:4]([NH:12][C:13]2[C:18]([N+:19]([O-:21])=[O:20])=[CH:17][CH:16]=[CH:15][N:14]=2)[CH:5]=[C:6]([C:8]([O:10][CH3:11])=[O:9])[CH:7]=1.C(N(CC)CC)C.[CH:29]1[C:38]2[C:33](=[CH:34][CH:35]=[CH:36][CH:37]=2)[CH:32]=[CH:31][C:30]=1[C:39](Cl)=[O:40].C(=O)(O)[O-].[Na+]. (2) Given the product [CH:3]1([C:9]2[N:10]=[N:11][C:12]([O:28][CH:29]3[CH2:30][CH2:31][N:32]([CH3:37])[CH2:33][CH2:34]3)=[CH:13][C:14]=2[C:15]2[CH:20]=[CH:19][C:18]([O:21][CH:22]3[CH2:27][CH2:26][CH2:25][CH2:24][CH2:23]3)=[CH:17][CH:16]=2)[CH2:4][CH2:5][CH2:6][CH2:7][CH2:8]1, predict the reactants needed to synthesize it. The reactants are: Cl.Cl.[CH:3]1([C:9]2[N:10]=[N:11][C:12]([O:28][CH:29]3[CH2:34][CH2:33][NH:32][CH2:31][CH2:30]3)=[CH:13][C:14]=2[C:15]2[CH:20]=[CH:19][C:18]([O:21][CH:22]3[CH2:27][CH2:26][CH2:25][CH2:24][CH2:23]3)=[CH:17][CH:16]=2)[CH2:8][CH2:7][CH2:6][CH2:5][CH2:4]1.C=O.[C:37](O[BH-](OC(=O)C)OC(=O)C)(=O)C. (3) Given the product [C:27]([C:24]1[CH:25]=[CH:26][C:21]([CH2:20][CH2:19][O:18][C:14]2[C:13]([CH3:29])=[C:12]([NH:11][S:7]([C:1]3[CH:6]=[CH:5][CH:4]=[CH:3][CH:2]=3)(=[O:9])=[O:8])[CH:17]=[CH:16][CH:15]=2)=[CH:22][CH:23]=1)#[N:28], predict the reactants needed to synthesize it. The reactants are: [C:1]1([S:7](Cl)(=[O:9])=[O:8])[CH:6]=[CH:5][CH:4]=[CH:3][CH:2]=1.[NH2:11][C:12]1[CH:17]=[CH:16][CH:15]=[C:14]([O:18][CH2:19][CH2:20][C:21]2[CH:26]=[CH:25][C:24]([C:27]#[N:28])=[CH:23][CH:22]=2)[C:13]=1[CH3:29].